Dataset: NCI-60 drug combinations with 297,098 pairs across 59 cell lines. Task: Regression. Given two drug SMILES strings and cell line genomic features, predict the synergy score measuring deviation from expected non-interaction effect. Drug 2: CC1C(C(CC(O1)OC2CC(CC3=C2C(=C4C(=C3O)C(=O)C5=C(C4=O)C(=CC=C5)OC)O)(C(=O)CO)O)N)O.Cl. Drug 1: CCC(=C(C1=CC=CC=C1)C2=CC=C(C=C2)OCCN(C)C)C3=CC=CC=C3.C(C(=O)O)C(CC(=O)O)(C(=O)O)O. Synergy scores: CSS=24.5, Synergy_ZIP=-0.812, Synergy_Bliss=0.984, Synergy_Loewe=-3.91, Synergy_HSA=2.01. Cell line: T-47D.